Dataset: Reaction yield outcomes from USPTO patents with 853,638 reactions. Task: Predict the reaction yield, written as a fraction of the theoretical maximum amount of product (1.0 means a 100% yield; for example, 0.34 means a 34% yield). (1) The reactants are [F:1][C:2]1[CH:7]=[CH:6][C:5]([C:8]2[C:16]3[C:15]([O:17][CH2:18][CH2:19][CH2:20][O:21][C:22]4[CH:23]=[C:24]([CH:26]=[CH:27][CH:28]=4)[NH2:25])=[N:14][CH:13]=[N:12][C:11]=3[S:10][CH:9]=2)=[CH:4][CH:3]=1.[CH3:29][S:30](Cl)(=[O:32])=[O:31].C(N(C(C)C)CC)(C)C. The catalyst is ClCCl. The product is [F:1][C:2]1[CH:7]=[CH:6][C:5]([C:8]2[C:16]3[C:15]([O:17][CH2:18][CH2:19][CH2:20][O:21][C:22]4[CH:23]=[C:24]([NH:25][S:30]([CH3:29])(=[O:32])=[O:31])[CH:26]=[CH:27][CH:28]=4)=[N:14][CH:13]=[N:12][C:11]=3[S:10][CH:9]=2)=[CH:4][CH:3]=1. The yield is 0.400. (2) The reactants are Br[C:2]1[CH:3]=[C:4]2[N:10]=[C:9]([CH3:11])[N:8]([CH2:12][O:13][CH2:14][CH2:15][Si:16]([CH3:19])([CH3:18])[CH3:17])[C:5]2=[N:6][CH:7]=1.[B:20]1([B:20]2[O:24][C:23]([CH3:26])([CH3:25])[C:22]([CH3:28])([CH3:27])[O:21]2)[O:24][C:23]([CH3:26])([CH3:25])[C:22]([CH3:28])([CH3:27])[O:21]1.CC([O-])=O.[K+]. The catalyst is C1(C)C=CC=CC=1.C1C=CC(P(C2C=CC=CC=2)[C-]2C=CC=C2)=CC=1.C1C=CC(P(C2C=CC=CC=2)[C-]2C=CC=C2)=CC=1.Cl[Pd]Cl.[Fe+2]. The product is [CH3:11][C:9]1[N:8]([CH2:12][O:13][CH2:14][CH2:15][Si:16]([CH3:19])([CH3:18])[CH3:17])[C:5]2=[N:6][CH:7]=[C:2]([B:20]3[O:24][C:23]([CH3:26])([CH3:25])[C:22]([CH3:28])([CH3:27])[O:21]3)[CH:3]=[C:4]2[N:10]=1. The yield is 0.770. (3) The reactants are Cl.[NH2:2][C:3]1[C:11]([OH:12])=[C:10]2[C:6]([CH2:7][CH2:8][CH:9]2[CH2:13][CH2:14][NH:15][C:16](=[O:18])[CH3:17])=[CH:5][CH:4]=1.[CH3:19][O:20][C:21](OC)(OC)OC. The catalyst is O1CCCC1.C(OCC)(=O)C.C(=O)([O-])O.[Na+]. The product is [CH3:19][O:20][C:21]1[O:12][C:11]2[C:10]3[CH:9]([CH2:13][CH2:14][NH:15][C:16](=[O:18])[CH3:17])[CH2:8][CH2:7][C:6]=3[CH:5]=[CH:4][C:3]=2[N:2]=1. The yield is 0.580.